This data is from Full USPTO retrosynthesis dataset with 1.9M reactions from patents (1976-2016). The task is: Predict the reactants needed to synthesize the given product. (1) Given the product [CH:19]1([C:25]2[C:33]3[C:28](=[CH:29][C:30]([C:34]([O:36][CH3:37])=[O:35])=[CH:31][CH:32]=3)[N:27]([CH2:38][C:39]#[CH:40])[C:26]=2[C:41]2[CH:46]=[CH:45][C:44]([O:47][CH3:48])=[CH:43][C:42]=2[CH2:49][OH:50])[CH2:24][CH2:23][CH2:22][CH2:21][CH2:20]1, predict the reactants needed to synthesize it. The reactants are: [F-].C([N+](CCCC)(CCCC)CCCC)CCC.[CH:19]1([C:25]2[C:33]3[C:28](=[CH:29][C:30]([C:34]([O:36][CH3:37])=[O:35])=[CH:31][CH:32]=3)[N:27]([CH2:38][C:39]#[CH:40])[C:26]=2[C:41]2[CH:46]=[CH:45][C:44]([O:47][CH3:48])=[CH:43][C:42]=2[CH2:49][O:50][Si](C(C)C)(C(C)C)C(C)C)[CH2:24][CH2:23][CH2:22][CH2:21][CH2:20]1. (2) Given the product [CH2:24]([C:8]1[CH:9]=[CH:10][C:11]2[C:16](=[CH:15][CH:14]=[CH:13][CH:12]=2)[C:7]=1[F:6])[CH:23]=[CH2:22], predict the reactants needed to synthesize it. The reactants are: [Mg].BrCCBr.[F:6][C:7]1[C:16]2[C:11](=[CH:12][CH:13]=[CH:14][CH:15]=2)[CH:10]=[CH:9][CH:8]=1.[Li+].[Cl-].C([Cu])#N.[CH2:22](Br)[CH:23]=[CH2:24].[NH4+].[Cl-]. (3) Given the product [C:22]([O:25][CH2:26][C:27]1[C:28]([N:42]2[C:43](=[O:55])[C:44]3[S:50][C:49]4[CH2:51][CH2:52][CH2:53][CH2:54][C:48]=4[C:45]=3[CH2:46][CH2:47]2)=[CH:29][CH:30]=[CH:31][C:32]=1[C:2]1[CH:3]=[C:4]([NH:10][C:11]2[CH:16]=[CH:15][C:14]([CH:17]3[CH2:20][N:19]([CH3:21])[CH2:18]3)=[CH:13][N:12]=2)[C:5](=[O:9])[N:6]([CH3:8])[CH:7]=1)(=[O:24])[CH3:23], predict the reactants needed to synthesize it. The reactants are: Br[C:2]1[CH:3]=[C:4]([NH:10][C:11]2[CH:16]=[CH:15][C:14]([CH:17]3[CH2:20][N:19]([CH3:21])[CH2:18]3)=[CH:13][N:12]=2)[C:5](=[O:9])[N:6]([CH3:8])[CH:7]=1.[C:22]([O:25][CH2:26][C:27]1[C:32](B2OC(C)(C)C(C)(C)O2)=[CH:31][CH:30]=[CH:29][C:28]=1[N:42]1[CH2:47][CH2:46][C:45]2[C:48]3[CH2:54][CH2:53][CH2:52][CH2:51][C:49]=3[S:50][C:44]=2[C:43]1=[O:55])(=[O:24])[CH3:23]. (4) Given the product [Cl:25][C:24]1[CH:23]=[CH:22][CH:21]=[C:20]2[C:19]=1[C:18](=[O:17])[N:15]([C@H:9]1[C:8]3[C:12](=[CH:13][CH:14]=[C:6]([C:4]([O:3][CH3:2])=[O:5])[CH:7]=3)[CH2:11][CH2:10]1)[CH2:26]2, predict the reactants needed to synthesize it. The reactants are: Cl.[CH3:2][O:3][C:4]([C:6]1[CH:7]=[C:8]2[C:12](=[CH:13][CH:14]=1)[CH2:11][CH2:10][C@H:9]2[NH2:15])=[O:5].C[O:17][C:18](=O)[C:19]1[C:24]([Cl:25])=[CH:23][CH:22]=[CH:21][C:20]=1[CH2:26]Br.C(N(CC)CC)C.C([O-])(O)=O.[Na+]. (5) Given the product [CH2:1]=[C:28]1[C:27]2[S:26][CH:25]=[CH:24][C:23]=2[CH:22]2[CH2:30][N:19]([CH:17]([C:11]3[CH:16]=[CH:15][CH:14]=[CH:13][CH:12]=3)[CH3:18])[CH2:20][CH:21]12, predict the reactants needed to synthesize it. The reactants are: [CH3:1][Si]([N-][Si](C)(C)C)(C)C.[K+].[C:11]1([CH:17]([N:19]2[CH2:30][CH:22]3[C:23]4[CH:24]=[CH:25][S:26][C:27]=4[C:28](=O)[CH:21]3[CH2:20]2)[CH3:18])[CH:16]=[CH:15][CH:14]=[CH:13][CH:12]=1. (6) Given the product [C:10]([O:14][C:15](=[O:34])[N:16]([C:26]1[CH:31]=[CH:30][C:29]([CH:32]([OH:33])[C:9]2[C:2]3[C:3](=[N:4][CH:5]=[CH:6][N:1]=3)[NH:7][CH:8]=2)=[CH:28][N:27]=1)[CH2:17][C:18]1[CH:19]=[N:20][C:21]([O:24][CH3:25])=[CH:22][CH:23]=1)([CH3:13])([CH3:11])[CH3:12], predict the reactants needed to synthesize it. The reactants are: [N:1]1[CH:6]=[CH:5][N:4]=[C:3]2[NH:7][CH:8]=[CH:9][C:2]=12.[C:10]([O:14][C:15](=[O:34])[N:16]([C:26]1[CH:31]=[CH:30][C:29]([CH:32]=[O:33])=[CH:28][N:27]=1)[CH2:17][C:18]1[CH:19]=[N:20][C:21]([O:24][CH3:25])=[CH:22][CH:23]=1)([CH3:13])([CH3:12])[CH3:11].[OH-].[K+]. (7) Given the product [I:1][C:2]1[CH:7]=[C:6]([CH:5]=[C:4]([O:11][C:12]2[CH:17]=[CH:16][CH:15]=[CH:14][C:13]=2[O:18][CH3:19])[CH:3]=1)[NH2:8], predict the reactants needed to synthesize it. The reactants are: [I:1][C:2]1[CH:7]=[C:6]([N+:8]([O-])=O)[CH:5]=[C:4]([O:11][C:12]2[CH:17]=[CH:16][CH:15]=[CH:14][C:13]=2[O:18][CH3:19])[CH:3]=1.[NH4+].[Cl-].